Dataset: Full USPTO retrosynthesis dataset with 1.9M reactions from patents (1976-2016). Task: Predict the reactants needed to synthesize the given product. (1) Given the product [Br-:1].[C:14]1([CH2:13][CH2:12][CH2:11][N+:5]23[CH2:6][CH2:7][CH:8]([CH2:9][CH2:10]2)[C@@H:3]([O:2][C:27](=[O:28])[N:26]([C:22]2[CH:21]=[C:20]([CH3:40])[CH:25]=[CH:24][CH:23]=2)[CH2:30][C:31]2[CH:36]=[C:35]([F:37])[C:34]([F:38])=[CH:33][C:32]=2[F:39])[CH2:4]3)[CH:15]=[CH:16][CH:17]=[CH:18][CH:19]=1, predict the reactants needed to synthesize it. The reactants are: [Br-:1].[OH:2][C@@H:3]1[CH:8]2[CH2:9][CH2:10][N+:5]([CH2:11][CH2:12][CH2:13][C:14]3[CH:19]=[CH:18][CH:17]=[CH:16][CH:15]=3)([CH2:6][CH2:7]2)[CH2:4]1.[C:20]1([CH3:40])[CH:25]=[CH:24][CH:23]=[C:22]([N:26]([CH2:30][C:31]2[CH:36]=[C:35]([F:37])[C:34]([F:38])=[CH:33][C:32]=2[F:39])[C:27](Cl)=[O:28])[CH:21]=1.C(OC(C)C)(C)C. (2) Given the product [Cl:27][C:21]1[CH:22]=[C:23]([Cl:26])[CH:24]=[CH:25][C:20]=1[C:18]1[N:17]=[C:16](/[CH:28]=[CH:29]/[C:30]2[CH:31]=[CH:32][C:33]([C:36]3[CH:41]=[CH:40][CH:39]=[C:38]([C:42]([F:45])([F:44])[F:43])[CH:37]=3)=[CH:34][CH:35]=2)[N:15]([CH2:14][C:11]2[CH:10]=[CH:9][C:8]([C:6]3[NH:50][N:49]=[C:4]([OH:46])[CH:5]=3)=[CH:13][CH:12]=2)[CH:19]=1, predict the reactants needed to synthesize it. The reactants are: C(O[C:4](=[O:46])[CH2:5][C:6]([C:8]1[CH:13]=[CH:12][C:11]([CH2:14][N:15]2[CH:19]=[C:18]([C:20]3[CH:25]=[CH:24][C:23]([Cl:26])=[CH:22][C:21]=3[Cl:27])[N:17]=[C:16]2/[CH:28]=[CH:29]/[C:30]2[CH:35]=[CH:34][C:33]([C:36]3[CH:41]=[CH:40][CH:39]=[C:38]([C:42]([F:45])([F:44])[F:43])[CH:37]=3)=[CH:32][CH:31]=2)=[CH:10][CH:9]=1)=O)C.Cl.Cl.[NH2:49][NH2:50]. (3) Given the product [C:18]([O:17][C:15]([N:3]1[CH2:8][CH2:7][C:6](=[O:9])[CH2:5][CH2:4]1)=[O:16])([CH3:21])([CH3:20])[CH3:19], predict the reactants needed to synthesize it. The reactants are: Cl.O.[NH:3]1[CH2:8][CH2:7][C:6](=[O:9])[CH2:5][CH2:4]1.C(=O)(O)[O-].[Na+].[C:15](O[C:15]([O:17][C:18]([CH3:21])([CH3:20])[CH3:19])=[O:16])([O:17][C:18]([CH3:21])([CH3:20])[CH3:19])=[O:16].